From a dataset of Catalyst prediction with 721,799 reactions and 888 catalyst types from USPTO. Predict which catalyst facilitates the given reaction. (1) Reactant: [F:1][C:2]1[CH:33]=[CH:32][C:5]([C:6](/[N:8]=[C:9]2\[NH:10][C:11]3[CH:29]=[CH:28][C:27]([CH2:30]O)=[CH:26][C:12]=3[N:13]\2[C@H:14]2[CH2:19][CH2:18][C@@H:17]([NH:20][C:21](=[O:25])[CH:22]([CH3:24])[CH3:23])[CH2:16][CH2:15]2)=[O:7])=[CH:4][CH:3]=1.S(Cl)(Cl)=O.[NH:38]1[CH2:43][CH2:42][CH:41]([C:44]([OH:47])([CH3:46])[CH3:45])[CH2:40][CH2:39]1. Product: [F:1][C:2]1[CH:3]=[CH:4][C:5]([C:6](/[N:8]=[C:9]2\[NH:10][C:11]3[CH:29]=[CH:28][C:27]([CH2:30][N:38]4[CH2:43][CH2:42][CH:41]([C:44]([OH:47])([CH3:46])[CH3:45])[CH2:40][CH2:39]4)=[CH:26][C:12]=3[N:13]\2[C@H:14]2[CH2:15][CH2:16][C@@H:17]([NH:20][C:21](=[O:25])[CH:22]([CH3:23])[CH3:24])[CH2:18][CH2:19]2)=[O:7])=[CH:32][CH:33]=1. The catalyst class is: 2. (2) Reactant: [CH2:1]([C@@H:8]1[CH2:12][O:11][C:10](=[O:13])[N:9]1[C:14](=[O:27])[C@@H:15]([C:20]1[CH:25]=[CH:24][C:23]([F:26])=[CH:22][CH:21]=1)[CH2:16][C:17]([OH:19])=O)[C:2]1[CH:7]=[CH:6][CH:5]=[CH:4][CH:3]=1.C1C=CC2N(O)N=NC=2C=1.CN(C(ON1N=NC2C=CC=CC1=2)=[N+](C)C)C.F[P-](F)(F)(F)(F)F.[F:62][C:63]1[C:64]([O:82][CH3:83])=[C:65]([O:80][CH3:81])[CH:66]=[C:67]2[C:72]=1[N:71]=[C:70]([N:73]1[CH2:78][CH2:77][NH:76][CH2:75][CH2:74]1)[N:69]=[C:68]2[NH2:79].C(N(CC)CC)C. Product: [NH2:79][C:68]1[C:67]2[C:72](=[C:63]([F:62])[C:64]([O:82][CH3:83])=[C:65]([O:80][CH3:81])[CH:66]=2)[N:71]=[C:70]([N:73]2[CH2:74][CH2:75][N:76]([C:17](=[O:19])[CH2:16][C@H:15]([C:20]3[CH:25]=[CH:24][C:23]([F:26])=[CH:22][CH:21]=3)[C:14]([N:9]3[C@H:8]([CH2:1][C:2]4[CH:3]=[CH:4][CH:5]=[CH:6][CH:7]=4)[CH2:12][O:11][C:10]3=[O:13])=[O:27])[CH2:77][CH2:78]2)[N:69]=1. The catalyst class is: 210. (3) Reactant: [CH3:1][O:2][C:3](=[O:37])[C@H:4]([CH2:16][C:17]1[CH:22]=[CH:21][C:20]([C:23]2[CH:28]=[CH:27][CH:26]=[CH:25][C:24]=2[S:29](=[O:36])(=[O:35])[NH:30]C(C)(C)C)=[CH:19][CH:18]=1)[NH:5][C:6](=[O:15])[C:7]1[C:12]([Cl:13])=[CH:11][CH:10]=[CH:9][C:8]=1[Cl:14].C1(OC)C=CC=CC=1. Product: [CH3:1][O:2][C:3](=[O:37])[C@H:4]([CH2:16][C:17]1[CH:22]=[CH:21][C:20]([C:23]2[CH:28]=[CH:27][CH:26]=[CH:25][C:24]=2[S:29](=[O:36])(=[O:35])[NH2:30])=[CH:19][CH:18]=1)[NH:5][C:6](=[O:15])[C:7]1[C:8]([Cl:14])=[CH:9][CH:10]=[CH:11][C:12]=1[Cl:13]. The catalyst class is: 67.